Dataset: Forward reaction prediction with 1.9M reactions from USPTO patents (1976-2016). Task: Predict the product of the given reaction. (1) Given the reactants [CH3:1][C:2]1[C:3]([C:8]([OH:10])=[O:9])=[N:4][CH:5]=[CH:6][CH:7]=1.[ClH:11], predict the reaction product. The product is: [ClH:11].[CH3:1][CH:2]1[CH2:7][CH2:6][CH2:5][NH:4][CH:3]1[C:8]([OH:10])=[O:9]. (2) The product is: [NH2:2][C:3]1[C:4]([Cl:13])=[CH:5][C:6]([F:12])=[C:7]([CH:11]=1)[C:8]([NH:52][CH2:51][C:50]1[CH:53]=[CH:54][CH:55]=[C:48]([F:47])[CH:49]=1)=[O:10]. Given the reactants Cl.[NH2:2][C:3]1[C:4]([Cl:13])=[CH:5][C:6]([F:12])=[C:7]([CH:11]=1)[C:8]([OH:10])=O.CN(C(ON1N=NC2C=CC=CC1=2)=[N+](C)C)C.F[P-](F)(F)(F)(F)F.C(N(C(C)C)C(C)C)C.[F:47][C:48]1[CH:49]=[C:50]([CH:53]=[CH:54][CH:55]=1)[CH2:51][NH2:52], predict the reaction product. (3) Given the reactants [Br:1][C:2]1[C:9]([F:10])=[CH:8][C:5]([CH:6]=O)=[C:4]([F:11])[CH:3]=1.Cl.[OH:13][NH2:14], predict the reaction product. The product is: [Br:1][C:2]1[C:9]([F:10])=[CH:8][C:5](/[CH:6]=[N:14]/[OH:13])=[C:4]([F:11])[CH:3]=1. (4) Given the reactants [CH2:1]([N:9]1[CH:13]=[C:12]([C:14]2[C:22]3[C:17](=[N:18][CH:19]=[C:20]([C:23]4[CH:24]=[CH:25][C:26]([N:29]5[CH2:34][CH2:33][N:32](C(OC(C)(C)C)=O)[CH2:31][CH2:30]5)=[N:27][CH:28]=4)[CH:21]=3)[N:16]([S:42]([C:45]3[CH:51]=[CH:50][C:48]([CH3:49])=[CH:47][CH:46]=3)(=[O:44])=[O:43])[CH:15]=2)[CH:11]=[N:10]1)[CH2:2][C:3]1[CH:8]=[CH:7][CH:6]=[CH:5][CH:4]=1.C(O)(C(F)(F)F)=O.C(Cl)Cl, predict the reaction product. The product is: [CH2:1]([N:9]1[CH:13]=[C:12]([C:14]2[C:22]3[C:17](=[N:18][CH:19]=[C:20]([C:23]4[CH:28]=[N:27][C:26]([N:29]5[CH2:34][CH2:33][NH:32][CH2:31][CH2:30]5)=[CH:25][CH:24]=4)[CH:21]=3)[N:16]([S:42]([C:45]3[CH:46]=[CH:47][C:48]([CH3:49])=[CH:50][CH:51]=3)(=[O:43])=[O:44])[CH:15]=2)[CH:11]=[N:10]1)[CH2:2][C:3]1[CH:4]=[CH:5][CH:6]=[CH:7][CH:8]=1. (5) Given the reactants [NH2:1][C:2]1[C:10]([F:11])=[CH:9][CH:8]=[CH:7][C:3]=1[C:4]([NH2:6])=[O:5].[CH3:12][N:13]([CH3:23])[CH:14]1[CH2:19][CH2:18][CH:17]([C:20](Cl)=O)[CH2:16][CH2:15]1, predict the reaction product. The product is: [F:11][C:10]1[CH:9]=[CH:8][CH:7]=[C:3]2[C:2]=1[N:1]=[C:20]([CH:17]1[CH2:18][CH2:19][CH:14]([N:13]([CH3:23])[CH3:12])[CH2:15][CH2:16]1)[NH:6][C:4]2=[O:5]. (6) Given the reactants [F:1][CH:2]1[CH2:7][N:6]([C:8]([O:10][C:11]([CH3:14])([CH3:13])[CH3:12])=[O:9])[CH2:5][C:4]([CH3:16])([CH3:15])[C:3]1=[O:17].CCC(C)[BH-](C(C)CC)C(C)CC.[Li+], predict the reaction product. The product is: [C:11]([O:10][C:8]([N:6]1[CH2:7][C@H:2]([F:1])[C@H:3]([OH:17])[C:4]([CH3:16])([CH3:15])[CH2:5]1)=[O:9])([CH3:14])([CH3:12])[CH3:13]. (7) Given the reactants [C:1]([O:5][C:6]([N:8]1[CH2:13][CH2:12][CH:11]([NH:14][CH:15]2[CH2:17][CH2:16]2)[CH2:10][CH2:9]1)=[O:7])([CH3:4])([CH3:3])[CH3:2].[Br:18][C:19]1[C:27]([CH3:28])=[CH:26][C:22]([C:23](O)=[O:24])=[CH:21][N:20]=1, predict the reaction product. The product is: [C:1]([O:5][C:6]([N:8]1[CH2:13][CH2:12][CH:11]([N:14]([C:23]([C:22]2[CH:21]=[N:20][C:19]([Br:18])=[C:27]([CH3:28])[CH:26]=2)=[O:24])[CH:15]2[CH2:16][CH2:17]2)[CH2:10][CH2:9]1)=[O:7])([CH3:4])([CH3:2])[CH3:3]. (8) Given the reactants [F:1][C:2]([F:22])([F:21])[C:3]1[CH:8]=[CH:7][C:6]([C:9]2[CH:10]=[CH:11][C:12]([N:15]3[CH2:20][CH2:19][NH:18][CH2:17][CH2:16]3)=[N:13][CH:14]=2)=[CH:5][CH:4]=1.[CH2:23]([N:25]([CH2:29][CH3:30])[CH2:26][CH2:27]Cl)[CH3:24], predict the reaction product. The product is: [CH2:23]([N:25]([CH2:29][CH3:30])[CH2:26][CH2:27][N:18]1[CH2:19][CH2:20][N:15]([C:12]2[CH:11]=[CH:10][C:9]([C:6]3[CH:5]=[CH:4][C:3]([C:2]([F:1])([F:21])[F:22])=[CH:8][CH:7]=3)=[CH:14][N:13]=2)[CH2:16][CH2:17]1)[CH3:24].